This data is from Reaction yield outcomes from USPTO patents with 853,638 reactions. The task is: Predict the reaction yield, written as a fraction of the theoretical maximum amount of product (1.0 means a 100% yield; for example, 0.34 means a 34% yield). (1) The reactants are [CH3:1][O:2][C:3](=[O:18])[C:4]1[C:5](=[C:10]([CH3:17])[C:11]([CH2:15][CH3:16])=[CH:12][C:13]=1[OH:14])[C:6]([O:8][CH3:9])=[O:7].C(=O)([O-])[O-].[K+].[K+].[CH2:25](Br)[CH:26]=[CH2:27]. The catalyst is CN(C=O)C. The product is [CH3:1][O:2][C:3](=[O:18])[C:4]1[C:5](=[C:10]([CH3:17])[C:11]([CH2:15][CH3:16])=[CH:12][C:13]=1[O:14][CH2:27][CH:26]=[CH2:25])[C:6]([O:8][CH3:9])=[O:7]. The yield is 0.830. (2) The reactants are [CH3:1][O:2][C:3]1[C:8]([CH3:9])=[CH:7][C:6]([N+]([O-])=O)=[CH:5][N:4]=1. The catalyst is CO. The product is [CH3:1][O:2][C:3]1[C:8]([CH3:9])=[CH:7][CH:6]=[CH:5][N:4]=1. The yield is 0.930.